The task is: Predict the reactants needed to synthesize the given product.. This data is from Full USPTO retrosynthesis dataset with 1.9M reactions from patents (1976-2016). (1) Given the product [CH2:13]([O:12][C:3]1[CH:2]=[C:9]([O:24][CH2:21][C:2]2[CH:3]=[CH:4][CH:7]=[CH:8][CH:9]=2)[CH:8]=[C:7]([CH2:10][CH3:11])[C:4]=1[CH:5]=[O:6])[C:14]1[CH:19]=[CH:18][CH:17]=[CH:16][CH:15]=1, predict the reactants needed to synthesize it. The reactants are: O[C:2]1[C:3]([OH:12])=[C:4]([C:7]([CH2:10][CH3:11])=[CH:8][CH:9]=1)[CH:5]=[O:6].[CH2:13](Cl)[C:14]1[CH:19]=[CH:18][CH:17]=[CH:16][CH:15]=1.[C:21]([O-:24])([O-])=O.[K+].[K+]. (2) Given the product [CH2:32]([N:28]([CH2:29][CH2:30][CH3:31])[C:21]1[CH:22]=[CH:23][C:24]2[C:25]3[C:17](=[CH:16][C:15]([NH2:14])=[CH:27][CH:26]=3)[CH2:18][C:19]=2[CH:20]=1)[CH2:33][CH3:34], predict the reactants needed to synthesize it. The reactants are: FC(F)(F)C(O)=O.C(OC(=O)[NH:14][C:15]1[CH:27]=[CH:26][C:25]2[C:24]3[C:19](=[CH:20][C:21]([N:28]([CH2:32][CH2:33][CH3:34])[CH2:29][CH2:30][CH3:31])=[CH:22][CH:23]=3)[CH2:18][C:17]=2[CH:16]=1)(C)(C)C. (3) Given the product [CH2:14]([O:13][C:11]([C:10]1[CH:9]=[CH:8][N:7]([CH2:16][C:17]2[CH:22]=[CH:21][C:20]([O:23][CH3:24])=[CH:19][C:18]=2[O:25][CH3:26])[C:6](=[O:27])[C:5]=1[C:3]([OH:4])=[O:2])=[O:12])[CH3:15], predict the reactants needed to synthesize it. The reactants are: C[O:2][C:3]([C:5]1[C:6](=[O:27])[N:7]([CH2:16][C:17]2[CH:22]=[CH:21][C:20]([O:23][CH3:24])=[CH:19][C:18]=2[O:25][CH3:26])[CH:8]=[CH:9][C:10]=1[C:11]([O:13][CH2:14][CH3:15])=[O:12])=[O:4].[Li+].[I-].